From a dataset of Catalyst prediction with 721,799 reactions and 888 catalyst types from USPTO. Predict which catalyst facilitates the given reaction. (1) Reactant: [C:1]([O:5][C:6](=[O:19])[NH:7][C:8]1[CH:13]=[C:12]([CH3:14])[C:11]([CH2:15][NH2:16])=[C:10]([O:17][CH3:18])[N:9]=1)([CH3:4])([CH3:3])[CH3:2].[Br:20][C:21]1[CH:22]=[C:23]([C:34](O)=[O:35])[C:24]2[C:25]([CH3:33])=[CH:26][N:27]([CH:30]([CH3:32])[CH3:31])[C:28]=2[CH:29]=1.C1C=NC2N(O)N=NC=2C=1.C(Cl)CCl. Product: [C:1]([O:5][C:6](=[O:19])[NH:7][C:8]1[CH:13]=[C:12]([CH3:14])[C:11]([CH2:15][NH:16][C:34]([C:23]2[C:24]3[C:25]([CH3:33])=[CH:26][N:27]([CH:30]([CH3:31])[CH3:32])[C:28]=3[CH:29]=[C:21]([Br:20])[CH:22]=2)=[O:35])=[C:10]([O:17][CH3:18])[N:9]=1)([CH3:3])([CH3:4])[CH3:2]. The catalyst class is: 31. (2) Product: [Cl:1][C:12]1[CH:13]=[CH:14][C:15]([O:39][CH3:40])=[C:16]([S:18]([NH:21][C:22]2[CH:23]=[C:24]([CH:36]=[CH:37][CH:38]=2)[C:25]([NH:27][C:28]2[CH:33]=[CH:32][C:31]([C:34](=[NH:35])[NH:2][OH:3])=[CH:30][CH:29]=2)=[O:26])(=[O:19])=[O:20])[CH:17]=1. The catalyst class is: 58. Reactant: [ClH:1].[NH2:2][OH:3].C(N(CC)CC)C.Cl[C:12]1[CH:13]=[CH:14][C:15]([O:39][CH3:40])=[C:16]([S:18]([NH:21][C:22]2[CH:23]=[C:24]([CH:36]=[CH:37][CH:38]=2)[C:25]([NH:27][C:28]2[CH:33]=[CH:32][C:31]([C:34]#[N:35])=[CH:30][CH:29]=2)=[O:26])(=[O:20])=[O:19])[CH:17]=1. (3) Reactant: [OH:1][S:2]([OH:5])(=[O:4])=[O:3].[O:6]([C:13]1[N:14]=[C:15]2[C:21]([CH:22]=[O:23])=[CH:20][N:19]([CH2:24][O:25][CH2:26][CH2:27][Si:28]([CH3:31])([CH3:30])[CH3:29])[C:16]2=[N:17][CH:18]=1)[C:7]1[CH:12]=[CH:11][CH:10]=[CH:9][CH:8]=1.CC(C)=[O:34].OS(O)(=O)=O.[O:41]=[Cr:42](=[O:44])=[O:43]. Product: [CH3:8][C:7]([CH3:12])=[O:6].[OH:4][S:2]([OH:5])(=[O:3])=[O:1].[O:41]=[Cr:42](=[O:44])=[O:43].[O:6]([C:13]1[N:14]=[C:15]2[C:21]([C:22]([OH:34])=[O:23])=[CH:20][N:19]([CH2:24][O:25][CH2:26][CH2:27][Si:28]([CH3:31])([CH3:30])[CH3:29])[C:16]2=[N:17][CH:18]=1)[C:7]1[CH:12]=[CH:11][CH:10]=[CH:9][CH:8]=1. The catalyst class is: 283. (4) Reactant: FC(F)(F)C(O)=O.[F:8][C:9]([F:27])([F:26])[C:10]1[CH:15]=[CH:14][CH:13]=[CH:12][C:11]=1[CH2:16][NH:17][C:18]([CH:20]1[CH2:25][CH2:24][NH:23][CH2:22][CH2:21]1)=[O:19].C(N(CC)CC)C.[Cl:35][C:36]1[N:41]=[C:40](Cl)[CH:39]=[CH:38][N:37]=1. Product: [Cl:35][C:36]1[N:41]=[C:40]([N:23]2[CH2:24][CH2:25][CH:20]([C:18]([NH:17][CH2:16][C:11]3[CH:12]=[CH:13][CH:14]=[CH:15][C:10]=3[C:9]([F:8])([F:26])[F:27])=[O:19])[CH2:21][CH2:22]2)[CH:39]=[CH:38][N:37]=1. The catalyst class is: 8. (5) Reactant: Br[C:2]1[C:6]2[CH:7]=[N:8][C:9]([NH2:23])=[C:10]([O:11][C@@H:12]([C:14]3[C:19]([Cl:20])=[CH:18][CH:17]=[C:16]([F:21])[C:15]=3[Cl:22])[CH3:13])[C:5]=2[O:4][CH:3]=1.[C:24]([O:28][C:29]([N:31]1[CH2:36][CH:35]=[C:34](B2OC(C)(C)C(C)(C)O2)[CH2:33][CH2:32]1)=[O:30])([CH3:27])([CH3:26])[CH3:25].C(=O)([O-])[O-].[K+].[K+].O1CCOCC1. Product: [C:24]([O:28][C:29]([N:31]1[CH2:32][CH:33]=[C:34]([C:2]2[C:6]3[CH:7]=[N:8][C:9]([NH2:23])=[C:10]([O:11][C@@H:12]([C:14]4[C:19]([Cl:20])=[CH:18][CH:17]=[C:16]([F:21])[C:15]=4[Cl:22])[CH3:13])[C:5]=3[O:4][CH:3]=2)[CH2:35][CH2:36]1)=[O:30])([CH3:27])([CH3:25])[CH3:26]. The catalyst class is: 103. (6) Reactant: [BH4-].[Na+].[Cl:3][C:4]1[CH:5]=[CH:6][C:7]2[O:15][C:11]3([CH2:14][CH2:13][CH2:12]3)[CH2:10][C:9](=[O:16])[C:8]=2[CH:17]=1. Product: [Cl:3][C:4]1[CH:5]=[CH:6][C:7]2[O:15][C:11]3([CH2:12][CH2:13][CH2:14]3)[CH2:10][CH:9]([OH:16])[C:8]=2[CH:17]=1. The catalyst class is: 5. (7) Reactant: [NH2:1][CH:2]([C:5]1[N:6]([C:16]2[CH:21]=[CH:20][CH:19]=[C:18]([F:22])[CH:17]=2)[C:7](=[O:15])[C:8]2[N:9]([CH:11]=[CH:12][C:13]=2[Cl:14])[CH:10]=1)[CH2:3][CH3:4].Cl[C:24]1[N:32]=[CH:31][N:30]=[C:29]2[C:25]=1[N:26]=[CH:27][NH:28]2. Product: [N:32]1[C:24]([NH:1][CH:2]([C:5]2[N:6]([C:16]3[CH:21]=[CH:20][CH:19]=[C:18]([F:22])[CH:17]=3)[C:7](=[O:15])[C:8]3[N:9]([CH:11]=[CH:12][C:13]=3[Cl:14])[CH:10]=2)[CH2:3][CH3:4])=[C:25]2[C:29]([NH:28][CH:27]=[N:26]2)=[N:30][CH:31]=1. The catalyst class is: 114. (8) Reactant: [Cl:1][C:2]1[N:3]=[C:4](Cl)[C:5]2[C:10]([I:11])=[CH:9][N:8]([S:12]([C:15]3[CH:21]=[CH:20][C:18]([CH3:19])=[CH:17][CH:16]=3)(=[O:14])=[O:13])[C:6]=2[N:7]=1.[CH2:23]([NH2:30])[C:24]1[CH:29]=[CH:28][CH:27]=[CH:26][CH:25]=1.CCN(C(C)C)C(C)C.C(O)CCC. Product: [CH2:23]([NH:30][C:4]1[C:5]2[C:10]([I:11])=[CH:9][N:8]([S:12]([C:15]3[CH:21]=[CH:20][C:18]([CH3:19])=[CH:17][CH:16]=3)(=[O:14])=[O:13])[C:6]=2[N:7]=[C:2]([Cl:1])[N:3]=1)[C:24]1[CH:29]=[CH:28][CH:27]=[CH:26][CH:25]=1. The catalyst class is: 887. (9) Reactant: C1C=CC2N(O)N=NC=2C=1.CN(C(ON1N=NC2C=CC=NC1=2)=[N+](C)C)C.F[P-](F)(F)(F)(F)F.CCN(C(C)C)C(C)C.[F:44][C:45]1[CH:50]=[CH:49][C:48]([C:51]2[C:52](=[O:65])[C:53]([C:62](O)=[O:63])=[CH:54][N:55]([CH2:57][C:58]([F:61])([F:60])[F:59])[CH:56]=2)=[CH:47][CH:46]=1.[NH2:66][C:67]1[CH:72]=[CH:71][C:70]([C:73]2[C:74]([NH2:85])=[N:75][CH:76]=[C:77]([C:79]3[CH:80]=[N:81][N:82]([CH3:84])[CH:83]=3)[CH:78]=2)=[CH:69][CH:68]=1. The catalyst class is: 792. Product: [NH2:85][C:74]1[C:73]([C:70]2[CH:69]=[CH:68][C:67]([NH:66][C:62]([C:53]3[C:52](=[O:65])[C:51]([C:48]4[CH:49]=[CH:50][C:45]([F:44])=[CH:46][CH:47]=4)=[CH:56][N:55]([CH2:57][C:58]([F:61])([F:60])[F:59])[CH:54]=3)=[O:63])=[CH:72][CH:71]=2)=[CH:78][C:77]([C:79]2[CH:80]=[N:81][N:82]([CH3:84])[CH:83]=2)=[CH:76][N:75]=1. (10) Reactant: [CH3:1][C:2]1[C:7]([O:8][C:9]2[C:10]([NH:22][C:23]3[S:27][N:26]=[C:25]([CH:28]4[CH2:33][CH2:32][N:31](C(OC(C)(C)C)=O)[CH2:30][CH2:29]4)[N:24]=3)=[N:11][CH:12]=[C:13]([S:15][C:16]3[CH:21]=[CH:20][CH:19]=[CH:18][N:17]=3)[CH:14]=2)=[CH:6][CH:5]=[CH:4][N:3]=1.C(O)(C(F)(F)F)=O. Product: [CH3:1][C:2]1[C:7]([O:8][C:9]2[C:10]([NH:22][C:23]3[S:27][N:26]=[C:25]([CH:28]4[CH2:33][CH2:32][NH:31][CH2:30][CH2:29]4)[N:24]=3)=[N:11][CH:12]=[C:13]([S:15][C:16]3[CH:21]=[CH:20][CH:19]=[CH:18][N:17]=3)[CH:14]=2)=[CH:6][CH:5]=[CH:4][N:3]=1. The catalyst class is: 2.